From a dataset of Full USPTO retrosynthesis dataset with 1.9M reactions from patents (1976-2016). Predict the reactants needed to synthesize the given product. (1) Given the product [ClH:35].[CH3:30][N:2]([CH3:1])[C:3]1([C:24]2[CH:25]=[CH:26][CH:27]=[CH:28][CH:29]=2)[CH2:4][CH2:5][CH:6]([C:9]2[NH:10][C:11]3[C:16]([C:17]=2[CH2:18][CH2:19][CH2:37][C:36]([OH:39])=[O:38])=[CH:15][CH:14]=[CH:13][CH:12]=3)[CH2:7][CH2:8]1, predict the reactants needed to synthesize it. The reactants are: [CH3:1][N:2]([CH3:30])[C:3]1([C:24]2[CH:29]=[CH:28][CH:27]=[CH:26][CH:25]=2)[CH2:8][CH2:7][CH:6]([C:9]2[NH:10][C:11]3[C:16]([C:17]=2[CH:18](CC)[C:19](O)=O)=[CH:15][CH:14]=[CH:13][CH:12]=3)[CH2:5][CH2:4]1.[Si]([Cl:35])(C)(C)C.[C:36]([O:39]CC)(=[O:38])[CH3:37]. (2) The reactants are: [H-].[Na+].CS(C)=O.[I-].[CH3:8][S+](C)(C)=O.[Cl:13][C:14]1[CH:19]=[CH:18][CH:17]=[C:16]([Cl:20])[C:15]=1[CH2:21][CH2:22][O:23][CH2:24][CH2:25][N:26]1[CH2:31][CH2:30][C:29](=[O:32])[CH2:28][CH2:27]1. Given the product [Cl:13][C:14]1[CH:19]=[CH:18][CH:17]=[C:16]([Cl:20])[C:15]=1[CH2:21][CH2:22][O:23][CH2:24][CH2:25][N:26]1[CH2:27][CH2:28][C:29]2([O:32][CH2:8]2)[CH2:30][CH2:31]1, predict the reactants needed to synthesize it.